Task: Predict the reactants needed to synthesize the given product.. Dataset: Full USPTO retrosynthesis dataset with 1.9M reactions from patents (1976-2016) (1) Given the product [C:1]([O:5][C:6]([N:8]1[CH2:11][CH:10]([O:12][C:13]2[CH:18]=[C:17]([Cl:19])[CH:16]=[CH:15][C:14]=2[O:20][CH:21]([C:28]([OH:30])=[O:29])[C:22]2[CH:23]=[CH:24][CH:25]=[CH:26][CH:27]=2)[CH2:9]1)=[O:7])([CH3:4])([CH3:2])[CH3:3], predict the reactants needed to synthesize it. The reactants are: [C:1]([O:5][C:6]([N:8]1[CH2:11][CH:10]([O:12][C:13]2[CH:18]=[C:17]([Cl:19])[CH:16]=[CH:15][C:14]=2[O:20][CH:21]([C:28]([O:30]C)=[O:29])[C:22]2[CH:27]=[CH:26][CH:25]=[CH:24][CH:23]=2)[CH2:9]1)=[O:7])([CH3:4])([CH3:3])[CH3:2].[OH-].[Na+].OS([O-])(=O)=O.[K+]. (2) The reactants are: [CH3:1][C:2](=[O:7])[CH2:3][C:4](=[O:6])[CH3:5].[CH3:8][O:9][C:10]1[CH:17]=[CH:16][C:13]([CH:14]=O)=[CH:12][CH:11]=1.B([O:19][CH2:20][CH2:21][CH2:22]C)([O:19][CH2:20][CH2:21][CH2:22]C)[O:19][CH2:20][CH2:21][CH2:22]C.[CH2:34](N)[CH2:35][CH2:36][CH3:37].Cl.[C:40](OCC)(=O)C. Given the product [CH3:8][O:9][C:10]1[CH:17]=[CH:16][C:13]([CH:14]=[CH:1][C:2](=[O:7])[CH2:3][C:4](=[O:6])[CH:5]=[CH:37][C:36]2[CH:22]=[CH:21][C:20]([O:19][CH3:40])=[CH:34][CH:35]=2)=[CH:12][CH:11]=1, predict the reactants needed to synthesize it. (3) Given the product [NH:1]1[C:9]2[C:4](=[CH:5][CH:6]=[CH:7][N:8]=2)[CH2:3][CH2:2]1, predict the reactants needed to synthesize it. The reactants are: [NH:1]1[C:9]2[C:4](=[CH:5][CH:6]=[CH:7][N:8]=2)[CH:3]=[CH:2]1.[H][H]. (4) The reactants are: [CH2:1]([C:8]1[N:12]([C:13]2[CH:18]=[CH:17][CH:16]=[CH:15][C:14]=2[F:19])[N:11]=[N:10][C:9]=1[C:20](O)=[O:21])[C:2]1[CH:7]=[CH:6][CH:5]=[CH:4][CH:3]=1.O[N:24]=[C:25]([NH2:32])[C:26]1[CH:31]=[CH:30][CH:29]=[N:28][CH:27]=1. Given the product [CH2:1]([C:8]1[N:12]([C:13]2[CH:18]=[CH:17][CH:16]=[CH:15][C:14]=2[F:19])[N:11]=[N:10][C:9]=1[C:20]1[O:21][N:32]=[C:25]([C:26]2[CH:27]=[N:28][CH:29]=[CH:30][CH:31]=2)[N:24]=1)[C:2]1[CH:3]=[CH:4][CH:5]=[CH:6][CH:7]=1, predict the reactants needed to synthesize it. (5) Given the product [C:1]([O:5][C:6](=[O:24])[NH:7][CH2:8][C:9]1[C:14]([C:15]2[CH:20]=[CH:19][C:18]([Cl:21])=[CH:17][C:16]=2[Cl:22])=[CH:13][N:12]=[C:11]([Cl:26])[CH:10]=1)([CH3:4])([CH3:3])[CH3:2], predict the reactants needed to synthesize it. The reactants are: [C:1]([O:5][C:6](=[O:24])[NH:7][CH2:8][C:9]1[C:14]([C:15]2[CH:20]=[CH:19][C:18]([Cl:21])=[CH:17][C:16]=2[Cl:22])=[CH:13][N:12]=[C:11](N)[CH:10]=1)([CH3:4])([CH3:3])[CH3:2].C(Cl)(Cl)[Cl:26]. (6) Given the product [C:36]([CH2:37][CH2:38][NH:39][C:6](=[O:7])[C:5]#[C:4][C:3]([CH2:2][F:1])([O:9][C:10]1[CH:15]=[CH:14][C:13]([C:16]([F:19])([F:18])[F:17])=[CH:12][CH:11]=1)[CH2:20][F:21])#[N:35], predict the reactants needed to synthesize it. The reactants are: [F:1][CH2:2][C:3]([CH2:20][F:21])([O:9][C:10]1[CH:15]=[CH:14][C:13]([C:16]([F:19])([F:18])[F:17])=[CH:12][CH:11]=1)[C:4]#[C:5][C:6](O)=[O:7].C(N(CC)CC)C.ClC(OCC)=O.[NH2:35][CH2:36][CH2:37][C:38]#[N:39].